This data is from Reaction yield outcomes from USPTO patents with 853,638 reactions. The task is: Predict the reaction yield, written as a fraction of the theoretical maximum amount of product (1.0 means a 100% yield; for example, 0.34 means a 34% yield). The reactants are [Br:1][C:2]1[CH:10]=[CH:9][C:5]([C:6](Cl)=[O:7])=[CH:4][CH:3]=1.[C:11]1([CH3:18])[C:16]([OH:17])=[CH:15][CH:14]=[CH:13][CH:12]=1.[Al+3].[Cl-].[Cl-].[Cl-].O. The catalyst is C(Cl)Cl. The product is [Br:1][C:2]1[CH:10]=[CH:9][C:5]([C:6]([C:13]2[CH:14]=[CH:15][C:16]([OH:17])=[C:11]([CH3:18])[CH:12]=2)=[O:7])=[CH:4][CH:3]=1. The yield is 0.150.